Predict the product of the given reaction. From a dataset of Forward reaction prediction with 1.9M reactions from USPTO patents (1976-2016). (1) The product is: [OH:12][CH2:11][CH2:10][CH2:9][CH2:8][CH2:7][CH2:6][CH2:5][C:3]1[CH2:4][CH:2]=1. Given the reactants Br[C:2]1(Br)[CH2:4][C:3]1(Br)[CH2:5][CH2:6][CH2:7][CH2:8][CH2:9][CH2:10][CH2:11][OH:12].C[Li], predict the reaction product. (2) Given the reactants [CH3:1][O:2][C:3]([C:5]1[S:12][C:11]2[C:10]([CH:13]3[CH2:18][CH2:17][CH2:16][CH2:15][CH2:14]3)=[C:9]([C:19]3[CH:20]=[C:21]4[C:26](=[CH:27][CH:28]=3)[N:25]=[C:24]([C:29]3[S:33][C:32]([CH3:34])=[N:31][C:30]=3[CH3:35])[CH:23]=[CH:22]4)[NH:8][C:7]=2[CH:6]=1)=[O:4].[H-].[Na+].C([CH:42](Br)[C:43]([O-:45])=[O:44])(C)(C)C, predict the reaction product. The product is: [CH3:1][O:2][C:3]([C:5]1[S:12][C:11]2[C:10]([CH:13]3[CH2:14][CH2:15][CH2:16][CH2:17][CH2:18]3)=[C:9]([C:19]3[CH:20]=[C:21]4[C:26](=[CH:27][CH:28]=3)[N:25]=[C:24]([C:29]3[S:33][C:32]([CH3:34])=[N:31][C:30]=3[CH3:35])[CH:23]=[CH:22]4)[N:8]([CH2:42][C:43]([O:45][C:10]([CH3:13])([CH3:11])[CH3:9])=[O:44])[C:7]=2[CH:6]=1)=[O:4]. (3) Given the reactants [C:1]1([N:7]2[C:12](=[O:13])[C:11]3[S:14][CH:15]=[C:16]([C:17]4[CH:22]=[CH:21][CH:20]=[CH:19][CH:18]=4)[C:10]=3[N:9]=[CH:8]2)[CH:6]=[CH:5][CH:4]=[CH:3][CH:2]=1.NC1C(C2C=C[C:32]([O:35]C)=CC=2)=CSC=1C(OC)=O.[CH:41](OCC)(OCC)[O:42]CC.COC1C=CC(N)=CC=1, predict the reaction product. The product is: [CH3:32][O:35][C:4]1[CH:5]=[CH:6][C:1]([N:7]2[C:12](=[O:13])[C:11]3[S:14][CH:15]=[C:16]([C:17]4[CH:18]=[CH:19][C:20]([O:42][CH3:41])=[CH:21][CH:22]=4)[C:10]=3[N:9]=[CH:8]2)=[CH:2][CH:3]=1. (4) Given the reactants [Br:1][C:2]1[N:6]2[N:7]=[C:8](Cl)[CH:9]=[CH:10][C:5]2=[N:4][CH:3]=1.[CH3:12][NH:13][CH2:14][CH2:15][CH2:16][CH3:17].CCN(C(C)C)C(C)C, predict the reaction product. The product is: [Br:1][C:2]1[N:6]2[N:7]=[C:8]([N:13]([CH2:14][CH2:15][CH2:16][CH3:17])[CH3:12])[CH:9]=[CH:10][C:5]2=[N:4][CH:3]=1. (5) Given the reactants [NH2:1][C:2]1[N:7]=[CH:6][C:5]([C:8]#[C:9][C:10]2[S:11][CH:12]=[C:13]([C:15]([O:17]CC)=[O:16])[N:14]=2)=[CH:4][N:3]=1.[OH-].[Na+].CC(O)=O, predict the reaction product. The product is: [NH2:1][C:2]1[N:3]=[CH:4][C:5]([C:8]#[C:9][C:10]2[S:11][CH:12]=[C:13]([C:15]([OH:17])=[O:16])[N:14]=2)=[CH:6][N:7]=1. (6) Given the reactants Br[CH2:2][CH:3]1[CH2:5][C:4]1(F)F.C1(CBr)CC1.[CH3:13][C:14]1[N:15]=[C:16]([N:24]2[CH2:28][CH2:27][NH:26][C:25]2=[O:29])[S:17][C:18]=1[C:19]([O:21][CH2:22][CH3:23])=[O:20], predict the reaction product. The product is: [CH:5]1([CH2:4][N:26]2[CH2:27][CH2:28][N:24]([C:16]3[S:17][C:18]([C:19]([O:21][CH2:22][CH3:23])=[O:20])=[C:14]([CH3:13])[N:15]=3)[C:25]2=[O:29])[CH2:3][CH2:2]1. (7) Given the reactants [CH:1]([C:4]1[CH:9]=[CH:8][CH:7]=[CH:6][C:5]=1[NH:10][N:11]=[C:12]([C:15]#[N:16])[C:13]#[N:14])([CH3:3])[CH3:2].C(C1C=CC=CC=1N)(C)C.C(#N)CC#N.O.[NH2:33][NH2:34], predict the reaction product. The product is: [NH2:14][C:13]1[C:12](=[N:11][NH:10][C:5]2[CH:6]=[CH:7][CH:8]=[CH:9][C:4]=2[CH:1]([CH3:2])[CH3:3])[C:15]([NH2:16])=[N:34][N:33]=1.